From a dataset of Peptide-MHC class II binding affinity with 134,281 pairs from IEDB. Regression. Given a peptide amino acid sequence and an MHC pseudo amino acid sequence, predict their binding affinity value. This is MHC class II binding data. (1) The peptide sequence is QAMASTEGNVTGMFA. The MHC is DRB1_0701 with pseudo-sequence DRB1_0701. The binding affinity (normalized) is 0.366. (2) The peptide sequence is VIGLLPQNMVLTTQG. The MHC is DRB1_0301 with pseudo-sequence DRB1_0301. The binding affinity (normalized) is 0.384. (3) The peptide sequence is YDKFLANVSTVLGGK. The MHC is DRB1_0401 with pseudo-sequence DRB1_0401. The binding affinity (normalized) is 0.391. (4) The peptide sequence is EYDFNKLLVSAVSQI. The MHC is DRB1_0401 with pseudo-sequence DRB1_0401. The binding affinity (normalized) is 0.714.